Predict the reactants needed to synthesize the given product. From a dataset of Full USPTO retrosynthesis dataset with 1.9M reactions from patents (1976-2016). (1) Given the product [CH3:1][CH:2]([CH3:34])[CH2:3][C:4]([N:6]([CH2:31][CH2:32][CH3:33])[C:7]1[S:8][CH:9]=[C:10]([C:12]2[C:13]3[CH:20]=[CH:19][NH:18][C:14]=3[N:15]=[CH:16][N:17]=2)[N:11]=1)=[O:5], predict the reactants needed to synthesize it. The reactants are: [CH3:1][CH:2]([CH3:34])[CH2:3][C:4]([N:6]([CH2:31][CH2:32][CH3:33])[C:7]1[S:8][CH:9]=[C:10]([C:12]2[C:13]3[CH:20]=[CH:19][N:18](S(C4C=CC(C)=CC=4)(=O)=O)[C:14]=3[N:15]=[CH:16][N:17]=2)[N:11]=1)=[O:5].[F-].C([N+](CCCC)(CCCC)CCCC)CCC. (2) Given the product [F:31][C:2]([F:1])([F:32])[C:3]1[CH:4]=[C:5]([C@@H:9]([NH:13][C:14]([C:16]2[CH:17]=[N:18][N:19]([C:24]3[CH:29]=[CH:28][C:27]([Cl:30])=[CH:26][CH:25]=3)[C:20]=2[CH2:21][OH:22])=[O:15])[CH2:10][CH2:11][CH3:12])[CH:6]=[CH:7][CH:8]=1, predict the reactants needed to synthesize it. The reactants are: [F:1][C:2]([F:32])([F:31])[C:3]1[CH:4]=[C:5]([C@@H:9]([NH:13][C:14]([C:16]2[CH:17]=[N:18][N:19]([C:24]3[CH:29]=[CH:28][C:27]([Cl:30])=[CH:26][CH:25]=3)[C:20]=2[CH2:21][O:22]C)=[O:15])[CH2:10][CH2:11][CH3:12])[CH:6]=[CH:7][CH:8]=1.B(Br)(Br)Br. (3) Given the product [CH:7]1([S:13]([C:16]2[CH:37]=[CH:36][C:19]([CH2:20][C:21]3[C:29]4[C:24](=[CH:25][CH:26]=[C:27]([F:30])[CH:28]=4)[N:23]([CH2:31][C:32]([OH:34])=[O:33])[C:22]=3[CH3:35])=[CH:18][CH:17]=2)(=[O:14])=[O:15])[CH2:9][CH2:10][CH2:11][CH2:12]1, predict the reactants needed to synthesize it. The reactants are: C1CC(S)CC1.[CH:7]1([S:13]([C:16]2[CH:37]=[CH:36][C:19]([CH2:20][C:21]3[C:29]4[C:24](=[CH:25][CH:26]=[C:27]([F:30])[CH:28]=4)[N:23]([CH2:31][C:32]([OH:34])=[O:33])[C:22]=3[CH3:35])=[CH:18][CH:17]=2)(=[O:15])=[O:14])[CH2:12][CH2:11][CH2:10][CH2:9]C1. (4) Given the product [Cl:1][C:2]1[CH:7]=[CH:6][CH:5]=[C:4]([NH:10][NH2:11])[N:3]=1, predict the reactants needed to synthesize it. The reactants are: [Cl:1][C:2]1[CH:7]=[CH:6][CH:5]=[C:4](Cl)[N:3]=1.O.[NH2:10][NH2:11]. (5) Given the product [CH3:1][O:2][C:3](=[O:26])[C:4]1[CH:9]=[CH:8][C:7]([CH:10]([C:15]2[NH:24][C:18]3=[N:19][CH:20]=[C:21]([F:23])[CH:22]=[C:17]3[CH:16]=2)[CH2:11][CH:12]([CH3:14])[CH3:13])=[CH:6][C:5]=1[F:25], predict the reactants needed to synthesize it. The reactants are: [CH3:1][O:2][C:3](=[O:26])[C:4]1[CH:9]=[CH:8][C:7]([C:10]([C:15]2[NH:24][C:18]3=[N:19][CH:20]=[C:21]([F:23])[CH:22]=[C:17]3[CH:16]=2)=[CH:11][CH:12]([CH3:14])[CH3:13])=[CH:6][C:5]=1[F:25]. (6) Given the product [CH2:3]([O:7][C:9]1[CH:14]=[C:13]([CH2:15][C:16]2[CH:21]=[CH:20][C:19]([F:22])=[CH:18][C:17]=2[F:23])[N:12]=[CH:11][N:10]=1)[C:4]#[C:5][CH3:6], predict the reactants needed to synthesize it. The reactants are: [H-].[Na+].[CH2:3]([OH:7])[C:4]#[C:5][CH3:6].Cl[C:9]1[CH:14]=[C:13]([CH2:15][C:16]2[CH:21]=[CH:20][C:19]([F:22])=[CH:18][C:17]=2[F:23])[N:12]=[CH:11][N:10]=1.[Cl-].[NH4+].